Predict the product of the given reaction. From a dataset of Forward reaction prediction with 1.9M reactions from USPTO patents (1976-2016). (1) Given the reactants [CH2:1]([O:8][C:9](=[O:38])[N:10]([CH2:19][C@@H:20]([OH:37])[C@@H:21]([NH:29]C(OC(C)(C)C)=O)[CH2:22][C:23]1[CH:28]=[CH:27][CH:26]=[CH:25][CH:24]=1)[CH2:11][C:12]([CH3:18])([CH3:17])[CH2:13][CH2:14][C:15]#[N:16])[C:2]1[CH:7]=[CH:6][CH:5]=[CH:4][CH:3]=1.C(O)(C(F)(F)F)=O, predict the reaction product. The product is: [CH2:1]([O:8][C:9](=[O:38])[N:10]([CH2:19][C@@H:20]([OH:37])[C@@H:21]([NH2:29])[CH2:22][C:23]1[CH:24]=[CH:25][CH:26]=[CH:27][CH:28]=1)[CH2:11][C:12]([CH3:17])([CH3:18])[CH2:13][CH2:14][C:15]#[N:16])[C:2]1[CH:7]=[CH:6][CH:5]=[CH:4][CH:3]=1. (2) Given the reactants [Br:1][C:2]1[CH:3]=[CH:4][C:5]([O:24][CH3:25])=[C:6]([S:8]([NH:11][C@@H:12]2CCN(C(OC(C)(C)C)=O)C2)(=[O:10])=[O:9])[CH:7]=1.C([O-])([O-])=O.[K+].[K+].BrC.C1C=CC(P(C2C=CC=CC=2)C2C=CC=CC=2)=CC=1.C[CH2:54][N:55]([CH:59]([CH3:61])C)[CH:56]([CH3:58])C.BrC#[N:64].C(O)C(N)(CO)CO, predict the reaction product. The product is: [Br:1][C:2]1[CH:3]=[CH:4][C:5]([O:24][CH3:25])=[C:6]([S:8]([N:11]([C@@H:61]2[CH2:58][CH2:56][N:55]([C:54]#[N:64])[CH2:59]2)[CH3:12])(=[O:10])=[O:9])[CH:7]=1.